From a dataset of Catalyst prediction with 721,799 reactions and 888 catalyst types from USPTO. Predict which catalyst facilitates the given reaction. (1) Reactant: [OH:1][N:2]1[C:7]([CH3:9])([CH3:8])[CH2:6][CH:5]([OH:10])[CH2:4][C:3]1([CH3:12])[CH3:11].[S:13](=[O:17])(=[O:16])([OH:15])[OH:14]. Product: [S:13](=[O:15])(=[O:14])([OH:17])[O-:16].[OH:1][NH+:2]1[C:7]([CH3:8])([CH3:9])[CH2:6][CH:5]([OH:10])[CH2:4][C:3]1([CH3:12])[CH3:11]. The catalyst class is: 32. (2) Reactant: [CH:1]([C:3]1[CH:17]=[CH:16][C:6]([O:7][CH2:8][C:9]([O:11][C:12]([CH3:15])([CH3:14])[CH3:13])=[O:10])=[CH:5][CH:4]=1)=O.[F:18][C:19]1[CH:25]=[CH:24][C:22]([NH2:23])=[CH:21][CH:20]=1. Product: [F:18][C:19]1[CH:25]=[CH:24][C:22]([N:23]=[CH:1][C:3]2[CH:17]=[CH:16][C:6]([O:7][CH2:8][C:9]([O:11][C:12]([CH3:15])([CH3:14])[CH3:13])=[O:10])=[CH:5][CH:4]=2)=[CH:21][CH:20]=1. The catalyst class is: 11. (3) Reactant: [NH2:1][CH:2]1[CH2:7][CH2:6][N:5]([CH2:8][CH:9]2[C:18]3[C:13]4=[C:14]([CH:20]=[CH:21][C:22](=[O:23])[N:12]4[CH2:11][CH2:10]2)[CH:15]=[CH:16][C:17]=3[F:19])[CH2:4][CH2:3]1.[N:24]1[C:29]2[O:30][CH2:31][CH2:32][O:33][C:28]=2[CH:27]=[C:26]([CH:34]=O)[N:25]=1.CO.[Cl:38]CCl. Product: [NH3:1].[ClH:38].[N:24]1[C:29]2[O:30][CH2:31][CH2:32][O:33][C:28]=2[CH:27]=[C:26]([CH2:34][NH:1][CH:2]2[CH2:7][CH2:6][N:5]([CH2:8][CH:9]3[C:18]4[C:13]5=[C:14]([CH:20]=[CH:21][C:22](=[O:23])[N:12]5[CH2:11][CH2:10]3)[CH:15]=[CH:16][C:17]=4[F:19])[CH2:4][CH2:3]2)[N:25]=1. The catalyst class is: 15. (4) Reactant: [F:1][C:2]([F:34])([F:33])[CH2:3][CH2:4][CH:5]([C:22]1[CH:32]=[CH:31][C:25]([C:26]([O:28]CC)=[O:27])=[CH:24][CH:23]=1)[NH:6][C:7]1[CH:8]=[N:9][C:10]([N:13]2[CH:17]=[C:16]([C:18]([F:21])([F:20])[F:19])[CH:15]=[N:14]2)=[CH:11][CH:12]=1.[OH-].[Li+]. Product: [F:34][C:2]([F:1])([F:33])[CH2:3][CH2:4][CH:5]([C:22]1[CH:32]=[CH:31][C:25]([C:26]([OH:28])=[O:27])=[CH:24][CH:23]=1)[NH:6][C:7]1[CH:8]=[N:9][C:10]([N:13]2[CH:17]=[C:16]([C:18]([F:19])([F:20])[F:21])[CH:15]=[N:14]2)=[CH:11][CH:12]=1. The catalyst class is: 111. (5) The catalyst class is: 50. Reactant: C(C1C=C([C:15]2[C:16]([O:21][CH3:22])=[N:17][CH:18]=[CH:19][CH:20]=2)C=CC=1OC(F)F)(C)(C)C.[CH3:23][CH2:24]OC(C)=O. Product: [CH2:23]([C:18]1[CH:19]=[CH:20][CH:15]=[C:16]([O:21][CH3:22])[N:17]=1)[CH3:24]. (6) Reactant: [Cl-].[Ba+2:2].[Cl-].[C:4]([O-:25])(=[O:24])[CH:5]=[CH:6][CH:7]=[CH:8][CH:9]=[CH:10][CH:11]=[CH:12][CH:13]=[CH:14][CH2:15][CH2:16][CH2:17][CH2:18][CH2:19][CH2:20][CH2:21][CH2:22][CH3:23].[Na+]. Product: [C:4]([O-:25])(=[O:24])[CH:5]=[CH:6][CH:7]=[CH:8][CH:9]=[CH:10][CH:11]=[CH:12][CH:13]=[CH:14][CH2:15][CH2:16][CH2:17][CH2:18][CH2:19][CH2:20][CH2:21][CH2:22][CH3:23].[Ba+2:2].[C:4]([O-:25])(=[O:24])[CH:5]=[CH:6][CH:7]=[CH:8][CH:9]=[CH:10][CH:11]=[CH:12][CH:13]=[CH:14][CH2:15][CH2:16][CH2:17][CH2:18][CH2:19][CH2:20][CH2:21][CH2:22][CH3:23]. The catalyst class is: 6.